This data is from Reaction yield outcomes from USPTO patents with 853,638 reactions. The task is: Predict the reaction yield, written as a fraction of the theoretical maximum amount of product (1.0 means a 100% yield; for example, 0.34 means a 34% yield). (1) The yield is 0.900. The product is [CH:23]([C:2]1[C:3]([F:14])=[CH:4][N:5]=[C:6]2[C:11]=1[N:10]=[C:9]([O:12][CH3:13])[CH:8]=[CH:7]2)=[CH2:24]. The catalyst is O. The reactants are Br[C:2]1[C:3]([F:14])=[CH:4][N:5]=[C:6]2[C:11]=1[N:10]=[C:9]([O:12][CH3:13])[CH:8]=[CH:7]2.C(=O)([O-])[O-].[K+].[K+].CO[CH2:23][CH2:24]OC. (2) The reactants are [CH2:1]([O:3][CH2:4][CH2:5][N:6]1[C:10]2=[N:11][CH:12]=[CH:13][CH:14]=[C:9]2[C:8](N2CCCCC2)=[CH:7]1)[CH3:2].[CH3:21][O:22][C:23](=[O:36])[C:24]1[CH:29]=[CH:28][C:27]([O:30][CH3:31])=[CH:26][C:25]=1[O:32][CH2:33][CH2:34]Cl. No catalyst specified. The product is [CH3:21][O:22][C:23](=[O:36])[C:24]1[CH:29]=[CH:28][C:27]([O:30][CH3:31])=[CH:26][C:25]=1[O:32][CH2:33][CH2:34][N:11]1[CH2:12][CH2:13][CH:14]([C:8]2[C:9]3[C:10](=[N:11][CH:12]=[CH:13][CH:14]=3)[N:6]([CH2:5][CH2:4][O:3][CH2:1][CH3:2])[CH:7]=2)[CH2:9][CH2:10]1. The yield is 0.440. (3) The reactants are [CH3:1][C:2]1[CH:3]=[C:4]([CH:8]=[C:9]([C:11]2[C:15]3[C:16]([NH:20][CH:21]4[CH2:26][CH2:25][O:24][CH2:23][CH2:22]4)=[N:17][CH:18]=[CH:19][C:14]=3[NH:13][N:12]=2)[N:10]=1)[C:5]([OH:7])=O.COC1C=CC([CH2:33][N:34]2[C:42]3C=CN=C(NC4CCOCC4)C=3C(C3C=C(C=C(C)N=3)C(OCC)=O)=N2)=CC=1. The catalyst is C(O)(C(F)(F)F)=O. The product is [CH3:33][N:34]([CH3:42])[C:5](=[O:7])[C:4]1[CH:8]=[C:9]([C:11]2[C:15]3[C:16]([NH:20][CH:21]4[CH2:26][CH2:25][O:24][CH2:23][CH2:22]4)=[N:17][CH:18]=[CH:19][C:14]=3[NH:13][N:12]=2)[N:10]=[C:2]([CH3:1])[CH:3]=1. The yield is 0.730. (4) The reactants are [CH2:1]([C:4]1[CH:5]=[N:6][CH:7]=[CH:8][CH:9]=1)[CH2:2][CH3:3]. The catalyst is CC(O)=O.O=[Pt]=O. The product is [CH2:1]([CH:4]1[CH2:9][CH2:8][CH2:7][NH:6][CH2:5]1)[CH2:2][CH3:3]. The yield is 0.950. (5) The reactants are Cl.Cl.[CH3:3][C:4]1[CH:13]=[C:12]([CH2:14][O:15][C:16]2[CH:22]=[CH:21][C:19]([NH2:20])=[CH:18][CH:17]=2)[C:11]2[C:6](=[CH:7][CH:8]=[CH:9][CH:10]=2)[N:5]=1.[NH:23]1[CH2:29][C:27](=[O:28])[NH:26][C:24]1=[O:25]. No catalyst specified. The product is [O:25]=[C:24]1[NH:23][CH:29]([CH:12]([CH3:11])[C:14]([NH:20][C:19]2[CH:18]=[CH:17][C:16]([O:15][CH2:14][C:12]3[C:11]4[C:6](=[CH:7][CH:8]=[CH:9][CH:10]=4)[N:5]=[C:4]([CH3:3])[CH:13]=3)=[CH:22][CH:21]=2)=[O:15])[C:27](=[O:28])[NH:26]1. The yield is 0.130. (6) The reactants are Cl[C:2]1[CH:7]=[CH:6][N:5]=[C:4]([NH2:8])[CH:3]=1.[CH2:9]([O:12][Na])[CH2:10][CH3:11].O. The catalyst is CS(C)=O. The product is [CH2:9]([O:12][C:2]1[CH:7]=[CH:6][N:5]=[C:4]([NH2:8])[CH:3]=1)[CH2:10][CH3:11]. The yield is 0.770. (7) The reactants are [Cl:1][C:2]1[C:20]([O:21][CH:22]([CH2:25][CH3:26])[CH2:23][CH3:24])=[CH:19][C:5]([C:6]([NH:8][C:9]2[CH:18]=[CH:17][C:12]([C:13]([O:15]C)=[O:14])=[CH:11][CH:10]=2)=[O:7])=[CH:4][C:3]=1[O:27][CH2:28][CH3:29]. The catalyst is O1CCOCC1. The product is [Cl:1][C:2]1[C:20]([O:21][CH:22]([CH2:23][CH3:24])[CH2:25][CH3:26])=[CH:19][C:5]([C:6]([NH:8][C:9]2[CH:10]=[CH:11][C:12]([C:13]([OH:15])=[O:14])=[CH:17][CH:18]=2)=[O:7])=[CH:4][C:3]=1[O:27][CH2:28][CH3:29]. The yield is 0.650.